Dataset: Catalyst prediction with 721,799 reactions and 888 catalyst types from USPTO. Task: Predict which catalyst facilitates the given reaction. (1) The catalyst class is: 9. Reactant: [CH3:1][C:2]1([CH3:31])[C:10]2[C:5](=[CH:6][C:7]([N+:22]([O-:24])=[O:23])=[C:8]([NH:11][C:12](=[O:21])[CH2:13][CH2:14][C:15]3[CH:20]=[CH:19][CH:18]=[CH:17][CH:16]=3)[CH:9]=2)[N:4]([CH2:25][CH2:26][CH2:27][CH2:28][CH3:29])[C:3]1=[O:30].[C:32]([O-])([O-])=O.[K+].[K+].CI. Product: [CH3:31][C:2]1([CH3:1])[C:10]2[C:5](=[CH:6][C:7]([N+:22]([O-:24])=[O:23])=[C:8]([N:11]([CH3:32])[C:12](=[O:21])[CH2:13][CH2:14][C:15]3[CH:20]=[CH:19][CH:18]=[CH:17][CH:16]=3)[CH:9]=2)[N:4]([CH2:25][CH2:26][CH2:27][CH2:28][CH3:29])[C:3]1=[O:30]. (2) Reactant: [OH:1][CH2:2][C:3]1[CH:4]=[CH:5][C:6](SC)=[C:7]([CH:10]=1)[C:8]#[N:9].O[O:14][S:15]([O-:17])=O.[K+].Cl.[CH3:20]O. Product: [OH:1][CH2:2][C:3]1[CH:4]=[CH:5][C:6]([S:15]([CH3:20])(=[O:17])=[O:14])=[C:7]([CH:10]=1)[C:8]#[N:9]. The catalyst class is: 6. (3) Reactant: [Cl:1][C:2]1[CH:15]=[CH:14][CH:13]=[CH:12][C:3]=1[CH2:4][NH:5][C:6]1[S:7][CH2:8][C:9](=[O:11])[N:10]=1.C(O[Na])(C)=O.[CH:21]([C:23]1[N:24]=[C:25]2[C:30](=[CH:31][CH:32]=1)[N:29]=[CH:28][C:27]([C:33]#[N:34])=[C:26]2[O:35][CH:36]([CH3:38])[CH3:37])=O. Product: [Cl:1][C:2]1[CH:15]=[CH:14][CH:13]=[CH:12][C:3]=1[CH2:4][NH:5][C:6]1[S:7][C:8](=[CH:21][C:23]2[N:24]=[C:25]3[C:30](=[CH:31][CH:32]=2)[N:29]=[CH:28][C:27]([C:33]#[N:34])=[C:26]3[O:35][CH:36]([CH3:38])[CH3:37])[C:9](=[O:11])[N:10]=1. The catalyst class is: 52. (4) Reactant: [Cl:1][C:2]1[CH:10]=[C:9]2[C:5]([C:6](O)([C:12]3[CH:13]=[N:14][N:15]([CH3:17])[CH:16]=3)[C:7](=[O:11])[NH:8]2)=[CH:4][CH:3]=1.C([SiH](CC)CC)C.FC(F)(F)C(O)=O.C(=O)([O-])[O-].[Na+].[Na+]. Product: [Cl:1][C:2]1[CH:10]=[C:9]2[C:5]([CH:6]([C:12]3[CH:13]=[N:14][N:15]([CH3:17])[CH:16]=3)[C:7](=[O:11])[NH:8]2)=[CH:4][CH:3]=1. The catalyst class is: 13. (5) Product: [CH3:13][O:14][C:6]1[CH:7]=[C:2]([Br:1])[C:3]([F:12])=[CH:4][C:5]=1[N+:9]([O-:11])=[O:10]. The catalyst class is: 5. Reactant: [Br:1][C:2]1[CH:7]=[C:6](F)[C:5]([N+:9]([O-:11])=[O:10])=[CH:4][C:3]=1[F:12].[CH3:13][O-:14].[Na+]. (6) Reactant: [CH3:1][O:2][C:3]1[CH:4]=[C:5]([CH:9]=[CH:10][CH:11]=1)C[Mg]Br.[Cl:12][C:13]1[CH:28]=[CH:27][C:16]([CH2:17][N:18]2[C:23](=[O:24])[CH:22]=[CH:21][C:20]([CH:25]=[O:26])=[CH:19]2)=[CH:15][CH:14]=1. Product: [Cl:12][C:13]1[CH:14]=[CH:15][C:16]([CH2:17][N:18]2[CH:19]=[C:20]([CH:25]([OH:26])[C:10]3[CH:9]=[CH:5][CH:4]=[C:3]([O:2][CH3:1])[CH:11]=3)[CH:21]=[CH:22][C:23]2=[O:24])=[CH:27][CH:28]=1. The catalyst class is: 1.